From a dataset of Catalyst prediction with 721,799 reactions and 888 catalyst types from USPTO. Predict which catalyst facilitates the given reaction. (1) Reactant: [C:1]([C:3]1[CH:4]=[C:5]([CH:17]=[C:18]([C:22]([F:25])([F:24])[F:23])[C:19]=1[O:20]C)[C:6]([N:8]1[C:12]2[CH:13]=[CH:14][CH:15]=[CH:16][C:11]=2[S:10][CH2:9]1)=[O:7])#[N:2].[Cl-].[Li+].Cl. Product: [C:1]([C:3]1[CH:4]=[C:5]([CH:17]=[C:18]([C:22]([F:25])([F:23])[F:24])[C:19]=1[OH:20])[C:6]([N:8]1[C:12]2[CH:13]=[CH:14][CH:15]=[CH:16][C:11]=2[S:10][CH2:9]1)=[O:7])#[N:2]. The catalyst class is: 9. (2) Reactant: CS(O[CH2:6][C:7]1[CH:12]=[C:11]([NH:13][C:14]2[S:15][C:16]3[CH:22]=[C:21]([Br:23])[CH:20]=[CH:19][C:17]=3[N:18]=2)[N:10]=[C:9]([NH:24][C@H:25]2[CH2:30][CH2:29][C@H:28]([OH:31])[CH2:27][CH2:26]2)[N:8]=1)(=O)=O.C(N(C(C)C)CC)(C)C.[NH:41]1[CH2:46][CH2:45][O:44][CH2:43][CH2:42]1.O. Product: [Br:23][C:21]1[CH:20]=[CH:19][C:17]2[N:18]=[C:14]([NH:13][C:11]3[CH:12]=[C:7]([CH2:6][N:41]4[CH2:46][CH2:45][O:44][CH2:43][CH2:42]4)[N:8]=[C:9]([NH:24][C@H:25]4[CH2:26][CH2:27][C@H:28]([OH:31])[CH2:29][CH2:30]4)[N:10]=3)[S:15][C:16]=2[CH:22]=1. The catalyst class is: 334. (3) Reactant: [F:1][C@H:2]1[CH2:6][CH2:5][N:4]([C:7]2[CH:8]=[CH:9][C:10]3[N:11]([C:13]([C:16]([O:18]CC)=[O:17])=[CH:14][N:15]=3)[N:12]=2)[CH2:3]1.[OH-].[Na+]. Product: [F:1][C@H:2]1[CH2:6][CH2:5][N:4]([C:7]2[CH:8]=[CH:9][C:10]3[N:11]([C:13]([C:16]([OH:18])=[O:17])=[CH:14][N:15]=3)[N:12]=2)[CH2:3]1. The catalyst class is: 24.